This data is from Full USPTO retrosynthesis dataset with 1.9M reactions from patents (1976-2016). The task is: Predict the reactants needed to synthesize the given product. (1) Given the product [F:13][C:14]1[CH:19]=[C:18]([O:20][CH3:21])[CH:17]=[C:16]([F:22])[C:15]=1[C:2]1[N:7]=[C:6]([C:8]([O:10][CH3:11])=[O:9])[CH:5]=[CH:4][C:3]=1[F:12], predict the reactants needed to synthesize it. The reactants are: Br[C:2]1[N:7]=[C:6]([C:8]([O:10][CH3:11])=[O:9])[CH:5]=[CH:4][C:3]=1[F:12].[F:13][C:14]1[CH:19]=[C:18]([O:20][CH3:21])[CH:17]=[C:16]([F:22])[C:15]=1B(O)O.[F-].[K+].C(P(C(C)(C)C)C(C)(C)C)(C)(C)C. (2) Given the product [CH2:30]([O:29][C@@H:4]([CH2:5][C:6]1[CH:11]=[CH:10][C:9]([O:12][CH2:13][C:14]2[N:15]=[C:16]([C:20]3[CH:25]=[CH:24][CH:23]=[CH:22][C:21]=3[CH3:26])[O:17][C:18]=2[CH3:19])=[CH:8][C:7]=1[CH2:27][CH3:28])[C:3]([OH:32])=[O:2])[CH3:31], predict the reactants needed to synthesize it. The reactants are: C[O:2][C:3](=[O:32])[C@@H:4]([O:29][CH2:30][CH3:31])[CH2:5][C:6]1[CH:11]=[CH:10][C:9]([O:12][CH2:13][C:14]2[N:15]=[C:16]([C:20]3[CH:25]=[CH:24][CH:23]=[CH:22][C:21]=3[CH3:26])[O:17][C:18]=2[CH3:19])=[CH:8][C:7]=1[CH2:27][CH3:28].[Li+].[OH-]. (3) The reactants are: [F:1][C:2]([F:7])([F:6])[C:3]([OH:5])=[O:4].FC(F)(F)C(O)=O.[Cl:15][C:16]1[CH:17]=[N:18][C:19]2[NH:20][C:21]3[CH:22]=[CH:23][CH:24]=[C:25]([CH:47]=3)[CH2:26][CH2:27][C:28]3[CH:36]=[C:32]([NH:33][C:34]=1[N:35]=2)[CH:31]=[CH:30][C:29]=3[NH:37][C:38](=[O:46])[CH2:39][CH:40]1[CH2:45][CH2:44][NH:43][CH2:42][CH2:41]1.[CH3:48][N:49]([CH3:53])[C:50](Cl)=[O:51]. Given the product [F:1][C:2]([F:7])([F:6])[C:3]([OH:5])=[O:4].[Cl:15][C:16]1[CH:17]=[N:18][C:19]2[NH:20][C:21]3[CH:22]=[CH:23][CH:24]=[C:25]([CH:47]=3)[CH2:26][CH2:27][C:28]3[CH:36]=[C:32]([NH:33][C:34]=1[N:35]=2)[CH:31]=[CH:30][C:29]=3[NH:37][C:38](=[O:46])[CH2:39][CH:40]1[CH2:45][CH2:44][N:43]([C:50]([N:49]([CH3:53])[CH3:48])=[O:51])[CH2:42][CH2:41]1, predict the reactants needed to synthesize it.